Dataset: Peptide-MHC class II binding affinity with 134,281 pairs from IEDB. Task: Regression. Given a peptide amino acid sequence and an MHC pseudo amino acid sequence, predict their binding affinity value. This is MHC class II binding data. (1) The peptide sequence is WPDLDLKPGAAWTVY. The binding affinity (normalized) is 0.251. The MHC is HLA-DQA10601-DQB10402 with pseudo-sequence HLA-DQA10601-DQB10402. (2) The peptide sequence is SQDLELSWNLNQLQAY. The MHC is DRB1_1302 with pseudo-sequence DRB1_1302. The binding affinity (normalized) is 0.722. (3) The peptide sequence is DLGYAPATPAAPGAG. The MHC is DRB1_0401 with pseudo-sequence DRB1_0401. The binding affinity (normalized) is 0.530.